This data is from Peptide-MHC class I binding affinity with 185,985 pairs from IEDB/IMGT. The task is: Regression. Given a peptide amino acid sequence and an MHC pseudo amino acid sequence, predict their binding affinity value. This is MHC class I binding data. (1) The peptide sequence is AELEAFLMALT. The MHC is Mamu-B03 with pseudo-sequence Mamu-B03. The binding affinity (normalized) is 0.0411. (2) The binding affinity (normalized) is 0.851. The peptide sequence is MFVSNRWFL. The MHC is HLA-A24:03 with pseudo-sequence HLA-A24:03. (3) The peptide sequence is ETKKTMLAL. The MHC is BoLA-T2b with pseudo-sequence BoLA-T2b. The binding affinity (normalized) is 0.0641. (4) The peptide sequence is IPEPDRQRTP. The MHC is HLA-B35:01 with pseudo-sequence HLA-B35:01. The binding affinity (normalized) is 0.710. (5) The peptide sequence is RVCAEMVAK. The MHC is HLA-A69:01 with pseudo-sequence HLA-A69:01. The binding affinity (normalized) is 0.0847. (6) The peptide sequence is YTFFSYLMK. The MHC is HLA-A30:01 with pseudo-sequence HLA-A30:01. The binding affinity (normalized) is 0.431.